From a dataset of Reaction yield outcomes from USPTO patents with 853,638 reactions. Predict the reaction yield, written as a fraction of the theoretical maximum amount of product (1.0 means a 100% yield; for example, 0.34 means a 34% yield). (1) The reactants are C1C2C(COC([NH:18][C:19]([CH3:65])([C:21]([NH:23][C@H:24]([C:28]([N:30]([C@@H:32]([C@@H:61]([CH3:64])[CH2:62][CH3:63])[C@H:33]([O:59][CH3:60])[CH2:34][C:35]([N:37]3[CH2:41][CH2:40][CH2:39][C@H:38]3[C@H:42]([O:57][CH3:58])[C@@H:43]([CH3:56])[C:44]([NH:46][CH2:47][CH2:48][CH:49]3[CH:55]=[CH:54][CH:53]=[CH:52][CH:51]=[CH:50]3)=[O:45])=[O:36])[CH3:31])=[O:29])[CH:25]([CH3:27])[CH3:26])=[O:22])[CH3:20])=O)C3C(=CC=CC=3)C=2C=CC=1.C(N(CC)CC)C. The yield is 0.850. The product is [CH3:20][C:19]([C:21]([NH:23][C@H:24]([C:28]([N:30]([C@@H:32]([C@@H:61]([CH3:64])[CH2:62][CH3:63])[C@H:33]([O:59][CH3:60])[CH2:34][C:35]([N:37]1[CH2:41][CH2:40][CH2:39][C@H:38]1[C@H:42]([O:57][CH3:58])[C@@H:43]([CH3:56])[C:44]([NH:46][CH2:47][CH2:48][CH:49]1[CH:55]=[CH:54][CH:53]=[CH:52][CH:51]=[CH:50]1)=[O:45])=[O:36])[CH3:31])=[O:29])[CH:25]([CH3:27])[CH3:26])=[O:22])([CH3:65])[NH2:18]. The catalyst is ClCCl. (2) The reactants are [OH:1][N:2]=[C:3]([C:10]1[C:14]([CH3:15])=[N:13][S:12][N:11]=1)[C:4]1[CH:9]=[CH:8][CH:7]=[CH:6][CH:5]=1.Br[CH2:17][C:18]1[N:23]=[C:22]([N:24]2[C:32](=[O:33])[C:31]3[C:26](=[CH:27][CH:28]=[CH:29][CH:30]=3)[C:25]2=[O:34])[CH:21]=[CH:20][CH:19]=1.C(=O)([O-])[O-].[Cs+].[Cs+].[I-].[K+]. The catalyst is C(#N)C.O. The product is [CH3:15][C:14]1[C:10](/[C:3](=[N:2]\[O:1][CH2:17][C:18]2[N:23]=[C:22]([N:24]3[C:25](=[O:34])[C:26]4[C:31](=[CH:30][CH:29]=[CH:28][CH:27]=4)[C:32]3=[O:33])[CH:21]=[CH:20][CH:19]=2)/[C:4]2[CH:5]=[CH:6][CH:7]=[CH:8][CH:9]=2)=[N:11][S:12][N:13]=1. The yield is 0.820. (3) The reactants are [Cl:1][C:2]1[C:10]2[C:5](=[CH:6][C:7]([C:11]([NH:13][CH:14]([C:24]3[CH:29]=[CH:28][CH:27]=[CH:26][C:25]=3[Cl:30])[CH2:15][O:16][CH2:17][CH:18]3[CH2:23][CH2:22][NH:21][CH2:20][CH2:19]3)=[O:12])=[CH:8][CH:9]=2)[NH:4][CH:3]=1.C(=O)([O-])[O-].[K+].[K+].[I-].[K+].Cl[CH2:40][CH2:41][OH:42]. The catalyst is CCO.O. The product is [Cl:1][C:2]1[C:10]2[C:5](=[CH:6][C:7]([C:11]([NH:13][CH:14]([C:24]3[CH:29]=[CH:28][CH:27]=[CH:26][C:25]=3[Cl:30])[CH2:15][O:16][CH2:17][CH:18]3[CH2:23][CH2:22][N:21]([CH2:40][CH2:41][OH:42])[CH2:20][CH2:19]3)=[O:12])=[CH:8][CH:9]=2)[NH:4][CH:3]=1. The yield is 0.320. (4) The reactants are [F:1][C:2]([F:10])([F:9])[CH:3]([OH:8])[CH2:4][C:5]([NH2:7])=O.[H-].[H-].[H-].[H-].[Li+].[Al+3].O.[OH-].[Na+]. The catalyst is C1COCC1. The product is [NH2:7][CH2:5][CH2:4][CH:3]([OH:8])[C:2]([F:10])([F:9])[F:1]. The yield is 0.796. (5) The catalyst is C([O-])(=O)C.[Pd+2].C([O-])(=O)C.C(OCC)(=O)C.O1CCOCC1. The product is [CH2:15]([O:17][C:18](=[O:31])[CH2:19][O:20][C:21]1[C:22]([N+:28]([O-:30])=[O:29])=[N:23][C:24]([N:10]2[CH2:9][C@@H:8]([NH:7][C:6]([O:5][C:1]([CH3:4])([CH3:2])[CH3:3])=[O:14])[CH2:12][C:11]2=[O:13])=[CH:25][CH:26]=1)[CH3:16]. The yield is 0.360. The reactants are [C:1]([O:5][C:6](=[O:14])[NH:7][C@H:8]1[CH2:12][C:11](=[O:13])[NH:10][CH2:9]1)([CH3:4])([CH3:3])[CH3:2].[CH2:15]([O:17][C:18](=[O:31])[CH2:19][O:20][C:21]1[C:22]([N+:28]([O-:30])=[O:29])=[N:23][C:24](Br)=[CH:25][CH:26]=1)[CH3:16].C1(P(C2C=CC=CC=2)C2C=CC3C(=CC=CC=3)C=2C2C3C(=CC=CC=3)C=CC=2P(C2C=CC=CC=2)C2C=CC=CC=2)C=CC=CC=1.P([O-])([O-])([O-])=O.[K+].[K+].[K+]. (6) The reactants are [Cl:1][C:2]1[C:3]([CH2:8][NH2:9])=[N:4][CH:5]=[CH:6][N:7]=1.Cl.[N:11]1([C:19]([O:21][CH2:22][C:23]2[CH:28]=[CH:27][CH:26]=[CH:25][CH:24]=2)=[O:20])[CH2:18][CH2:17][CH2:16][C@H:12]1[C:13](O)=[O:14].C(N(CC)CC)C.CN(C(ON1N=NC2C=CC=NC1=2)=[N+](C)C)C.F[P-](F)(F)(F)(F)F. The catalyst is ClCCl. The product is [Cl:1][C:2]1[C:3]([CH2:8][NH:9][C:13]([C@@H:12]2[CH2:16][CH2:17][CH2:18][N:11]2[C:19]([O:21][CH2:22][C:23]2[CH:28]=[CH:27][CH:26]=[CH:25][CH:24]=2)=[O:20])=[O:14])=[N:4][CH:5]=[CH:6][N:7]=1. The yield is 0.627.